This data is from Catalyst prediction with 721,799 reactions and 888 catalyst types from USPTO. The task is: Predict which catalyst facilitates the given reaction. (1) The catalyst class is: 40. Product: [NH2:10][CH:9]([CH2:14][C:15]1[CH:20]=[CH:19][CH:18]=[C:17]([O:21][C:22]([F:25])([F:23])[F:24])[CH:16]=1)[CH:8]([C:5]1[CH:4]=[CH:3][C:2]([F:1])=[CH:7][CH:6]=1)[OH:12]. Reactant: [F:1][C:2]1[CH:7]=[CH:6][C:5]([CH:8]2[O:12]C(=O)[NH:10][CH:9]2[CH2:14][C:15]2[CH:20]=[CH:19][CH:18]=[C:17]([O:21][C:22]([F:25])([F:24])[F:23])[CH:16]=2)=[CH:4][CH:3]=1.[OH-].[Na+]. (2) Reactant: Cl[C:2]1[C:11]2[C:6](=[CH:7][C:8]([O:14][CH3:15])=[C:9]([O:12][CH3:13])[CH:10]=2)[N:5]=[C:4]([N:16]2[CH2:21][CH2:20][O:19][CH2:18][CH2:17]2)[CH:3]=1.[NH2:22][NH2:23].[C:24]1([CH3:32])[CH:29]=[CH:28][CH:27]=[C:26]([CH:30]=O)[CH:25]=1.C(O)(=O)C. Product: [CH3:13][O:12][C:9]1[CH:10]=[C:11]2[C:6](=[CH:7][C:8]=1[O:14][CH3:15])[N:5]=[C:4]([N:16]1[CH2:21][CH2:20][O:19][CH2:18][CH2:17]1)[CH:3]=[C:2]2[NH:22][N:23]=[CH:30][C:26]1[CH:27]=[CH:28][CH:29]=[C:24]([CH3:32])[CH:25]=1. The catalyst class is: 258. (3) Reactant: [Cl:1][C:2]1[C:3]([C:8]2([F:15])[CH2:13][CH2:12][C:11](=[O:14])[CH2:10][CH2:9]2)=[N:4][CH:5]=[CH:6][CH:7]=1.[F:16][C:17]([F:36])([F:35])[S:18](N(C1C=CC=CC=1)[S:18]([C:17]([F:36])([F:35])[F:16])(=[O:20])=[O:19])(=[O:20])=[O:19].C[Si]([N-][Si](C)(C)C)(C)C.[Li+]. Product: [F:16][C:17]([F:36])([F:35])[S:18]([O:14][C:11]1[CH2:10][CH2:9][C:8]([C:3]2[C:2]([Cl:1])=[CH:7][CH:6]=[CH:5][N:4]=2)([F:15])[CH2:13][CH:12]=1)(=[O:20])=[O:19]. The catalyst class is: 7. (4) Reactant: [C:1]1(C)C=CC(S(O)(=O)=O)=CC=1.[C:12]1([C:18]2([C:24]([OH:26])=[O:25])[CH2:23][CH2:22][NH:21][CH2:20][CH2:19]2)[CH:17]=[CH:16][CH:15]=[CH:14][CH:13]=1.S(=O)(=O)(O)O. Product: [CH3:1][O:25][C:24]([C:18]1([C:12]2[CH:13]=[CH:14][CH:15]=[CH:16][CH:17]=2)[CH2:19][CH2:20][NH:21][CH2:22][CH2:23]1)=[O:26]. The catalyst class is: 5. (5) Reactant: [CH3:1][O:2][CH2:3][CH2:4][CH2:5][NH2:6].[F:7][C:8]1[C:17]2[NH:16][CH:15]=[C:14]3[C:18](=[O:30])[N:19]([C:21]4[CH:22]=[C:23]([CH:27]=[CH:28][CH:29]=4)[C:24](Cl)=[O:25])[N:20]=[C:13]3[C:12]=2[CH:11]=[CH:10][CH:9]=1.C(N(CC)CC)C.Cl. Product: [F:7][C:8]1[C:17]2[NH:16][CH:15]=[C:14]3[C:18](=[O:30])[N:19]([C:21]4[CH:22]=[C:23]([CH:27]=[CH:28][CH:29]=4)[C:24]([NH:6][CH2:5][CH2:4][CH2:3][O:2][CH3:1])=[O:25])[N:20]=[C:13]3[C:12]=2[CH:11]=[CH:10][CH:9]=1. The catalyst class is: 7. (6) Reactant: I[C:2]1[C:10]2[C:5](=[N:6][CH:7]=[N:8][C:9]=2[NH2:11])[N:4]([CH2:12][C:13]2[CH:14]=[C:15]3[N:20]([C:21]=2[C:22]2[CH:27]=[CH:26][N:25]=[CH:24][CH:23]=2)[CH:19]=[CH:18][CH:17]=[CH:16]3)[N:3]=1.[F:28][C:29]1[CH:30]=[C:31](B(O)O)[CH:32]=[C:33]([OH:35])[CH:34]=1.CCO.C([O-])([O-])=O.[Na+].[Na+]. Product: [NH2:11][C:9]1[N:8]=[CH:7][N:6]=[C:5]2[N:4]([CH2:12][C:13]3[CH:14]=[C:15]4[N:20]([C:21]=3[C:22]3[CH:23]=[CH:24][N:25]=[CH:26][CH:27]=3)[CH:19]=[CH:18][CH:17]=[CH:16]4)[N:3]=[C:2]([C:31]3[CH:32]=[C:33]([OH:35])[CH:34]=[C:29]([F:28])[CH:30]=3)[C:10]=12. The catalyst class is: 104. (7) Reactant: O=[C:2]1[CH2:6][CH2:5][CH2:4][CH:3]1[C:7]#[N:8].[F:9][C:10]([F:15])([F:14])[CH2:11][NH:12][NH2:13]. Product: [F:9][C:10]([F:15])([F:14])[CH2:11][N:12]1[C:7]([NH2:8])=[C:3]2[CH2:4][CH2:5][CH2:6][C:2]2=[N:13]1. The catalyst class is: 8.